This data is from Full USPTO retrosynthesis dataset with 1.9M reactions from patents (1976-2016). The task is: Predict the reactants needed to synthesize the given product. (1) Given the product [OH:18][CH2:17][CH2:16][O:15][C:12]1[C:11]([C:30]2[CH:29]=[CH:28][CH:27]=[C:26]([C:25]([F:36])([F:35])[F:24])[CH:31]=2)=[CH:10][C:9]([C:8]([OH:7])=[O:23])=[CH:14][CH:13]=1, predict the reactants needed to synthesize it. The reactants are: C(OCC[O:7][C:8](=[O:23])[C:9]1[CH:14]=[CH:13][C:12]([O:15][CH2:16][CH2:17][O:18]C(=O)C)=[C:11](Br)[CH:10]=1)(=O)C.[F:24][C:25]([F:36])([F:35])[C:26]1[CH:27]=[C:28](B(O)O)[CH:29]=[CH:30][CH:31]=1. (2) Given the product [CH2:1]([N:8]1[CH2:9][CH2:10][CH:11]([C:12](=[O:14])[C:29]2[CH:33]=[CH:34][C:26]([Br:25])=[CH:27][CH:28]=2)[CH2:15][CH2:16]1)[C:2]1[CH:3]=[CH:4][CH:5]=[CH:6][CH:7]=1, predict the reactants needed to synthesize it. The reactants are: [CH2:1]([N:8]1[CH2:16][CH2:15][CH:11]([C:12]([OH:14])=O)[CH2:10][CH2:9]1)[C:2]1[CH:7]=[CH:6][CH:5]=[CH:4][CH:3]=1.C([N-]C(C)C)(C)C.[Li+].[Br:25][C:26]1[CH:34]=[CH:33][C:29](C(Cl)=O)=[CH:28][CH:27]=1.Cl. (3) The reactants are: [OH-].[Na+].[Cl:3][C:4]1[CH:13]=[CH:12][C:7]([C:8]([O:10]C)=[O:9])=[C:6]([CH3:14])[C:5]=1[S:15][CH2:16][CH:17]1[CH2:19][CH2:18]1. Given the product [Cl:3][C:4]1[CH:13]=[CH:12][C:7]([C:8]([OH:10])=[O:9])=[C:6]([CH3:14])[C:5]=1[S:15][CH2:16][CH:17]1[CH2:19][CH2:18]1, predict the reactants needed to synthesize it. (4) Given the product [C:17]([O:27][CH:28]([C:30]([O-:32])=[O:31])[F:29])([C:20]([C:23]([F:24])([F:25])[F:26])([F:22])[F:21])([F:19])[F:18].[NH4+:34], predict the reactants needed to synthesize it. The reactants are: C(F)(OC(F)(F)C(F)(F)C(F)(F)F)=C(F)F.[C:17]([O:27][CH:28]([C:30]([O:32]C)=[O:31])[F:29])([C:20]([C:23]([F:26])([F:25])[F:24])([F:22])[F:21])([F:19])[F:18].[NH3:34].